From a dataset of Full USPTO retrosynthesis dataset with 1.9M reactions from patents (1976-2016). Predict the reactants needed to synthesize the given product. (1) Given the product [C:19]1([N:17]2[CH:18]=[C:14]([C:12]([NH:11][CH2:10][CH2:9][NH:8][C:6](=[O:7])[C:5]3[CH:29]=[CH:30][C:2]([C:32]4[CH:33]=[CH:34][CH:35]=[CH:36][C:31]=4[CH3:40])=[N:3][CH:4]=3)=[O:13])[C:15]([C:25]([F:28])([F:27])[F:26])=[N:16]2)[CH:24]=[CH:23][CH:22]=[CH:21][CH:20]=1, predict the reactants needed to synthesize it. The reactants are: Cl[C:2]1[CH:30]=[CH:29][C:5]([C:6]([NH:8][CH2:9][CH2:10][NH:11][C:12]([C:14]2[C:15]([C:25]([F:28])([F:27])[F:26])=[N:16][N:17]([C:19]3[CH:24]=[CH:23][CH:22]=[CH:21][CH:20]=3)[CH:18]=2)=[O:13])=[O:7])=[CH:4][N:3]=1.[C:31]1([CH3:40])[CH:36]=[CH:35][CH:34]=[CH:33][C:32]=1B(O)O.[O-]P([O-])([O-])=O.[K+].[K+].[K+]. (2) Given the product [CH2:1]([O:3][C:4](=[O:33])[CH:5]([O:30][CH2:31][CH3:32])[CH2:6][C:7]1[CH:12]=[CH:11][C:10]([O:13][CH2:14][CH2:15][C:16]2[CH:17]=[CH:18][C:19]([OH:22])=[CH:20][CH:21]=2)=[CH:9][CH:8]=1)[CH3:2], predict the reactants needed to synthesize it. The reactants are: [CH2:1]([O:3][C:4](=[O:33])[CH:5]([O:30][CH2:31][CH3:32])[CH2:6][C:7]1[CH:12]=[CH:11][C:10]([O:13][CH2:14][CH2:15][C:16]2[CH:21]=[CH:20][C:19]([O:22]CC3C=CC=CC=3)=[CH:18][CH:17]=2)=[CH:9][CH:8]=1)[CH3:2].